This data is from Full USPTO retrosynthesis dataset with 1.9M reactions from patents (1976-2016). The task is: Predict the reactants needed to synthesize the given product. Given the product [CH3:23][O:22][C:18]([C:19]1[O:8][N:7]=[C:5]([C:2]([CH3:1])([CH3:3])[CH3:4])[CH:20]=1)=[O:21], predict the reactants needed to synthesize it. The reactants are: [CH3:1][C:2]([CH:5]=O)([CH3:4])[CH3:3].[NH2:7][OH:8].O.C1C(=O)N(Cl)C(=O)C1.[C:18]([O:22][CH3:23])(=[O:21])[C:19]#[CH:20].